Predict which catalyst facilitates the given reaction. From a dataset of Catalyst prediction with 721,799 reactions and 888 catalyst types from USPTO. (1) Reactant: [F:1][C:2]1[CH:7]=[CH:6][C:5]([C:8]2[CH:13]=[CH:12][N:11]=[CH:10][C:9]=2[N:14]([CH3:28])[C:15](=[O:27])[C:16]2[CH:21]=[C:20]([C:22]([F:25])([F:24])[F:23])[CH:19]=[C:18]([SH:26])[CH:17]=2)=[C:4]([O:29][CH3:30])[CH:3]=1.Br[CH2:32][CH2:33][NH:34][C:35](=[O:41])[O:36][C:37]([CH3:40])([CH3:39])[CH3:38].CCN(C(C)C)C(C)C.[NH4+].[Cl-]. Product: [C:37]([O:36][C:35](=[O:41])[NH:34][CH2:33][CH2:32][S:26][C:18]1[CH:19]=[C:20]([C:22]([F:25])([F:24])[F:23])[CH:21]=[C:16]([C:15](=[O:27])[N:14]([C:9]2[CH:10]=[N:11][CH:12]=[CH:13][C:8]=2[C:5]2[CH:6]=[CH:7][C:2]([F:1])=[CH:3][C:4]=2[O:29][CH3:30])[CH3:28])[CH:17]=1)([CH3:40])([CH3:39])[CH3:38]. The catalyst class is: 290. (2) Reactant: [CH3:1][O:2][C:3]([C:5]1[CH:6]=[C:7]2[C:11](=[CH:12][CH:13]=1)[NH:10][C:9](=[O:14])[CH2:8]2)=[O:4].[F:15][C:16]1[CH:23]=[CH:22][C:19]([CH:20]=O)=[CH:18][CH:17]=1.N1CCCCC1. Product: [CH3:1][O:2][C:3]([C:5]1[CH:6]=[C:7]2[C:11](=[CH:12][CH:13]=1)[NH:10][C:9](=[O:14])/[C:8]/2=[CH:20]\[C:19]1[CH:22]=[CH:23][C:16]([F:15])=[CH:17][CH:18]=1)=[O:4]. The catalyst class is: 14.